From a dataset of Full USPTO retrosynthesis dataset with 1.9M reactions from patents (1976-2016). Predict the reactants needed to synthesize the given product. (1) Given the product [CH2:2]([N:9]1[CH2:10][CH:11]2[CH2:12][N:13]([C:18]3[CH:19]=[CH:20][C:21]4[N:22]([C:24]([C:27]([Cl:30])([F:29])[F:28])=[N:25][N:26]=4)[N:23]=3)[CH2:14][CH:15]2[CH2:16]1)[C:3]1[CH:8]=[CH:7][CH:6]=[CH:5][CH:4]=1, predict the reactants needed to synthesize it. The reactants are: Cl.[CH2:2]([N:9]1[CH2:16][CH:15]2[CH:11]([CH2:12][NH:13][CH2:14]2)[CH2:10]1)[C:3]1[CH:8]=[CH:7][CH:6]=[CH:5][CH:4]=1.Cl[C:18]1[CH:19]=[CH:20][C:21]2[N:22]([C:24]([C:27]([Cl:30])([F:29])[F:28])=[N:25][N:26]=2)[N:23]=1. (2) Given the product [Br:1][C:2]1[CH:3]=[C:4]([CH:10]=[C:11]([O:13][CH2:15][CH:16]2[CH2:21][CH2:20][CH2:19][CH2:18][CH2:17]2)[CH:12]=1)[C:5]([O:7][CH2:8][CH3:9])=[O:6], predict the reactants needed to synthesize it. The reactants are: [Br:1][C:2]1[CH:3]=[C:4]([CH:10]=[C:11]([OH:13])[CH:12]=1)[C:5]([O:7][CH2:8][CH3:9])=[O:6].Br[CH2:15][CH:16]1[CH2:21][CH2:20][CH2:19][CH2:18][CH2:17]1. (3) Given the product [NH2:1][C:2]1[N:3]=[C:4]([Cl:40])[C:5]2[C:10]([CH3:11])=[CH:9][N:8]([C@@H:12]3[O:27][C@H:26]([CH2:28][O:29][CH2:30][C:31]4[CH:36]=[CH:35][C:34]([Cl:37])=[CH:33][C:32]=4[Cl:38])[C@@H:15]([O:16][CH2:17][C:18]4[CH:23]=[CH:22][C:21]([Cl:24])=[CH:20][C:19]=4[Cl:25])[C@@:13]3([CH3:39])[O:14][CH3:43])[C:6]=2[N:7]=1, predict the reactants needed to synthesize it. The reactants are: [NH2:1][C:2]1[N:3]=[C:4]([Cl:40])[C:5]2[C:10]([CH3:11])=[CH:9][N:8]([C@@H:12]3[O:27][C@H:26]([CH2:28][O:29][CH2:30][C:31]4[CH:36]=[CH:35][C:34]([Cl:37])=[CH:33][C:32]=4[Cl:38])[C@@H:15]([O:16][CH2:17][C:18]4[CH:23]=[CH:22][C:21]([Cl:24])=[CH:20][C:19]=4[Cl:25])[C@@:13]3([CH3:39])[OH:14])[C:6]=2[N:7]=1.[H-].[Na+].[CH2:43]1COCC1. (4) Given the product [Br:26][CH2:30][C:19]1[C:20]2[C:25](=[CH:24][CH:23]=[CH:22][CH:21]=2)[C:16]([O:15][CH2:14][CH2:13][C:3]2[N:4]=[C:5]([C:7]3[CH:12]=[CH:11][CH:10]=[CH:9][CH:8]=3)[O:6][C:2]=2[CH3:1])=[CH:17][CH:18]=1, predict the reactants needed to synthesize it. The reactants are: [CH3:1][C:2]1[O:6][C:5]([C:7]2[CH:12]=[CH:11][CH:10]=[CH:9][CH:8]=2)=[N:4][C:3]=1[CH2:13][CH2:14][O:15][C:16]1[C:25]2[C:20](=[CH:21][CH:22]=[CH:23][CH:24]=2)[CH:19]=[CH:18][CH:17]=1.[BrH:26].O1CC[CH2:30]OO1. (5) Given the product [Cl:20][C:17]1[CH:18]=[CH:19][C:14]([CH:7]([NH:6][C:4]([CH2:3][NH:2][C:27](=[O:28])[C:26]2[CH:30]=[CH:31][C:23]([C:21]#[N:22])=[CH:24][CH:25]=2)=[O:5])[C:8]2[CH:13]=[CH:12][CH:11]=[CH:10][CH:9]=2)=[CH:15][CH:16]=1, predict the reactants needed to synthesize it. The reactants are: Cl.[NH2:2][CH2:3][C:4]([NH:6][CH:7]([C:14]1[CH:19]=[CH:18][C:17]([Cl:20])=[CH:16][CH:15]=1)[C:8]1[CH:13]=[CH:12][CH:11]=[CH:10][CH:9]=1)=[O:5].[C:21]([C:23]1[CH:31]=[CH:30][C:26]([C:27](O)=[O:28])=[CH:25][CH:24]=1)#[N:22]. (6) Given the product [NH2:2][C:1]1[C:3]([C:4]([NH:5][CH2:6][CH2:7][CH3:8])=[O:15])=[C:10]([NH2:11])[NH:14][N:13]=1, predict the reactants needed to synthesize it. The reactants are: [C:1]([C-:3]([C:10]#[N:11])[C:4](=O)[NH:5][CH2:6][CH2:7][CH3:8])#[N:2].[K+].[NH2:13][NH2:14].[OH2:15].Cl.